Dataset: NCI-60 drug combinations with 297,098 pairs across 59 cell lines. Task: Regression. Given two drug SMILES strings and cell line genomic features, predict the synergy score measuring deviation from expected non-interaction effect. Cell line: HCT-15. Drug 1: CC1CCC2CC(C(=CC=CC=CC(CC(C(=O)C(C(C(=CC(C(=O)CC(OC(=O)C3CCCCN3C(=O)C(=O)C1(O2)O)C(C)CC4CCC(C(C4)OC)O)C)C)O)OC)C)C)C)OC. Synergy scores: CSS=1.18, Synergy_ZIP=3.56, Synergy_Bliss=6.40, Synergy_Loewe=-6.09, Synergy_HSA=-0.567. Drug 2: CNC(=O)C1=NC=CC(=C1)OC2=CC=C(C=C2)NC(=O)NC3=CC(=C(C=C3)Cl)C(F)(F)F.